Dataset: Forward reaction prediction with 1.9M reactions from USPTO patents (1976-2016). Task: Predict the product of the given reaction. (1) Given the reactants [F:1][C:2]1[CH:7]=[C:6]([S:8]([CH3:11])(=[O:10])=[O:9])[CH:5]=[CH:4][C:3]=1[C:12]1[O:13][C:14]2[CH:20]=[C:19]([C:21]3[CH2:26][CH2:25][N:24]([C:27]([O:29][C:30]([CH3:33])([CH3:32])[CH3:31])=[O:28])[CH2:23][CH:22]=3)[CH:18]=[CH:17][C:15]=2[N:16]=1.OCC1(OC[C@@H](O)[C@@H](O)[C@H]1O)O, predict the reaction product. The product is: [F:1][C:2]1[CH:7]=[C:6]([S:8]([CH3:11])(=[O:9])=[O:10])[CH:5]=[CH:4][C:3]=1[C:12]1[O:13][C:14]2[CH:20]=[C:19]([CH:21]3[CH2:22][CH2:23][N:24]([C:27]([O:29][C:30]([CH3:33])([CH3:32])[CH3:31])=[O:28])[CH2:25][CH2:26]3)[CH:18]=[CH:17][C:15]=2[N:16]=1. (2) Given the reactants [CH2:1]([O:3][C:4](=[O:33])[CH2:5][C:6]1[CH:11]=[CH:10][C:9]([O:12][CH3:13])=[C:8]([O:14][C:15]2[CH:20]=[CH:19][C:18]([N+:21]([O-])=O)=[CH:17][C:16]=2[CH2:24][N:25]([C:28]([CH:30]2[CH2:32][CH2:31]2)=[O:29])[CH2:26][CH3:27])[CH:7]=1)[CH3:2].CN(C)N.C, predict the reaction product. The product is: [CH2:1]([O:3][C:4](=[O:33])[CH2:5][C:6]1[CH:11]=[CH:10][C:9]([O:12][CH3:13])=[C:8]([O:14][C:15]2[CH:20]=[CH:19][C:18]([NH2:21])=[CH:17][C:16]=2[CH2:24][N:25]([C:28]([CH:30]2[CH2:31][CH2:32]2)=[O:29])[CH2:26][CH3:27])[CH:7]=1)[CH3:2]. (3) Given the reactants [CH2:1]([O:8][C:9]1[CH:10]=[C:11]([CH:14]=[CH:15][CH:16]=1)[CH:12]=O)[C:2]1[CH:7]=[CH:6][CH:5]=[CH:4][CH:3]=1.[CH2:17]([O:19]P(CC(OCC)=O)(OCC)=O)[CH3:18].[H-].[Na+].C(N)CN.[H][H], predict the reaction product. The product is: [CH2:1]([O:8][C:9]1[CH:10]=[C:11]([CH2:12][CH2:18][CH2:17][OH:19])[CH:14]=[CH:15][CH:16]=1)[C:2]1[CH:7]=[CH:6][CH:5]=[CH:4][CH:3]=1. (4) Given the reactants C(OC(=O)[NH:10][C:11]1[CH:12]=[N:13][CH:14]=[C:15]([Br:17])[CH:16]=1)C1C=CC=CC=1.[BrH:19], predict the reaction product. The product is: [BrH:17].[BrH:19].[Br:17][C:15]1[CH:16]=[C:11]([NH2:10])[CH:12]=[N:13][CH:14]=1.